From a dataset of Full USPTO retrosynthesis dataset with 1.9M reactions from patents (1976-2016). Predict the reactants needed to synthesize the given product. The reactants are: [NH2:1][CH:2]1[CH2:11][C:10]2[C:5](=[C:6]([C:13]([NH2:15])=[O:14])[CH:7]=[CH:8][C:9]=2[F:12])[O:4][CH2:3]1.[F:16][C:17]1[CH:18]=[C:19]2[C:23](=[CH:24][CH:25]=1)[NH:22][CH:21]=[C:20]2[CH2:26][CH2:27][CH:28]=O.C(O)(=O)C.C([BH3-])#N.[Na+]. Given the product [F:12][C:9]1[CH:8]=[CH:7][C:6]([C:13]([NH2:15])=[O:14])=[C:5]2[C:10]=1[CH2:11][CH:2]([NH:1][CH2:28][CH2:27][CH2:26][C:20]1[C:19]3[C:23](=[CH:24][CH:25]=[C:17]([F:16])[CH:18]=3)[NH:22][CH:21]=1)[CH2:3][O:4]2, predict the reactants needed to synthesize it.